This data is from Buchwald-Hartwig C-N cross coupling reaction yields with 55,370 reactions. The task is: Predict the reaction yield, written as a fraction of the theoretical maximum amount of product (1.0 means a 100% yield; for example, 0.34 means a 34% yield). (1) The reactants are Ic1cccnc1.Cc1ccc(N)cc1.O=S(=O)(O[Pd]1c2ccccc2-c2ccccc2N~1)C(F)(F)F.COc1ccc(OC)c(P([C@]23C[C@H]4C[C@H](C[C@H](C4)C2)C3)[C@]23C[C@H]4C[C@H](C[C@H](C4)C2)C3)c1-c1c(C(C)C)cc(C(C)C)cc1C(C)C.CN(C)C(=NC(C)(C)C)N(C)C.c1ccc2oncc2c1. No catalyst specified. The product is Cc1ccc(Nc2cccnc2)cc1. The yield is 0.527. (2) The yield is 0.00153. No catalyst specified. The product is COc1ccc(Nc2ccc(C)cc2)cc1. The reactants are COc1ccc(Cl)cc1.Cc1ccc(N)cc1.O=S(=O)(O[Pd]1c2ccccc2-c2ccccc2N~1)C(F)(F)F.COc1ccc(OC)c(P(C(C)(C)C)C(C)(C)C)c1-c1c(C(C)C)cc(C(C)C)cc1C(C)C.CCN=P(N=P(N(C)C)(N(C)C)N(C)C)(N(C)C)N(C)C.c1ccc2nocc2c1. (3) The reactants are FC(F)(F)c1ccc(Br)cc1.Cc1ccc(N)cc1.O=S(=O)(O[Pd]1c2ccccc2-c2ccccc2N~1)C(F)(F)F.CC(C)c1cc(C(C)C)c(-c2ccccc2P(C2CCCCC2)C2CCCCC2)c(C(C)C)c1.CN(C)C(=NC(C)(C)C)N(C)C.CCOC(=O)c1cc(OC)no1. No catalyst specified. The product is Cc1ccc(Nc2ccc(C(F)(F)F)cc2)cc1. The yield is 0.301. (4) The reactants are FC(F)(F)c1ccc(Br)cc1.Cc1ccc(N)cc1.O=S(=O)(O[Pd]1c2ccccc2-c2ccccc2N~1)C(F)(F)F.COc1ccc(OC)c(P(C(C)(C)C)C(C)(C)C)c1-c1c(C(C)C)cc(C(C)C)cc1C(C)C.CCN=P(N=P(N(C)C)(N(C)C)N(C)C)(N(C)C)N(C)C.COC(=O)c1cc(-c2cccs2)on1. No catalyst specified. The product is Cc1ccc(Nc2ccc(C(F)(F)F)cc2)cc1. The yield is 0.256. (5) The reactants are FC(F)(F)c1ccc(Br)cc1.Cc1ccc(N)cc1.O=S(=O)(O[Pd]1c2ccccc2-c2ccccc2N~1)C(F)(F)F.CC(C)c1cc(C(C)C)c(-c2ccccc2P(C2CCCCC2)C2CCCCC2)c(C(C)C)c1.CN1CCCN2CCCN=C12.Cc1cc(C)on1. No catalyst specified. The product is Cc1ccc(Nc2ccc(C(F)(F)F)cc2)cc1. The yield is 0.250. (6) The reactants are Ic1cccnc1.Cc1ccc(N)cc1.O=S(=O)(O[Pd]1c2ccccc2-c2ccccc2N~1)C(F)(F)F.COc1ccc(OC)c(P(C(C)(C)C)C(C)(C)C)c1-c1c(C(C)C)cc(C(C)C)cc1C(C)C.CN(C)C(=NC(C)(C)C)N(C)C.c1ccc2nocc2c1. No catalyst specified. The product is Cc1ccc(Nc2cccnc2)cc1. The yield is 0.122. (7) The reactants are FC(F)(F)c1ccc(Cl)cc1.Cc1ccc(N)cc1.O=S(=O)(O[Pd]1c2ccccc2-c2ccccc2N~1)C(F)(F)F.COc1ccc(OC)c(P([C@]23C[C@H]4C[C@H](C[C@H](C4)C2)C3)[C@]23C[C@H]4C[C@H](C[C@H](C4)C2)C3)c1-c1c(C(C)C)cc(C(C)C)cc1C(C)C.CN1CCCN2CCCN=C12.Cc1cc(C)on1. No catalyst specified. The product is Cc1ccc(Nc2ccc(C(F)(F)F)cc2)cc1. The yield is 0.107.